From a dataset of Full USPTO retrosynthesis dataset with 1.9M reactions from patents (1976-2016). Predict the reactants needed to synthesize the given product. (1) Given the product [CH3:13][C:12]([CH3:15])([CH3:14])[CH2:11][N:10]1[C:3]2[N:4]=[C:5]([C:8]#[N:9])[N:6]=[CH:7][C:2]=2[CH:18]=[C:17]1[CH2:16][N:19]1[CH2:20][CH2:21][S:22](=[O:25])(=[O:26])[CH2:23][CH2:24]1, predict the reactants needed to synthesize it. The reactants are: Br[C:2]1[C:3]([NH:10][CH2:11][C:12]([CH3:15])([CH3:14])[CH3:13])=[N:4][C:5]([C:8]#[N:9])=[N:6][CH:7]=1.[CH2:16]([N:19]1[CH2:24][CH2:23][S:22](=[O:26])(=[O:25])[CH2:21][CH2:20]1)[C:17]#[CH:18].C(N(CC)CC)C. (2) Given the product [F:2][C:3]1[CH:4]=[CH:5][C:6]([CH:9]2[CH2:15][CH2:14][C:13](=[O:16])[CH2:11][C:10]2=[O:12])=[CH:7][CH:8]=1, predict the reactants needed to synthesize it. The reactants are: [Na].[F:2][C:3]1[CH:8]=[CH:7][C:6]([CH2:9][C:10](=[O:12])[CH3:11])=[CH:5][CH:4]=1.[C:13](OCC)(=[O:16])[CH:14]=[CH2:15].